Predict the reactants needed to synthesize the given product. From a dataset of Full USPTO retrosynthesis dataset with 1.9M reactions from patents (1976-2016). Given the product [CH2:6]([O:5][C:3](=[O:4])[CH2:2][O:15][C:12]1[CH:13]=[CH:14][C:9]([NH2:8])=[CH:10][C:11]=1[CH3:16])[CH3:7], predict the reactants needed to synthesize it. The reactants are: Br[CH2:2][C:3]([O:5][CH2:6][CH3:7])=[O:4].[NH2:8][C:9]1[CH:10]=[C:11]([CH3:16])[C:12]([OH:15])=[CH:13][CH:14]=1.C([O-])([O-])=O.[Cs+].[Cs+].